This data is from Full USPTO retrosynthesis dataset with 1.9M reactions from patents (1976-2016). The task is: Predict the reactants needed to synthesize the given product. (1) Given the product [C:1]([NH:4][C:5]1[CH:10]=[C:9]([C:11]2[O:12][C:13]([C:23]([NH2:28])=[O:24])=[C:14]([C:16]3[CH:21]=[CH:20][CH:19]=[CH:18][C:17]=3[Cl:22])[N:15]=2)[C:8]([CH3:26])=[CH:7][N:6]=1)(=[O:3])[CH3:2], predict the reactants needed to synthesize it. The reactants are: [C:1]([NH:4][C:5]1[CH:10]=[C:9]([C:11]2[O:12][C:13]([C:23](O)=[O:24])=[C:14]([C:16]3[CH:21]=[CH:20][CH:19]=[CH:18][C:17]=3[Cl:22])[N:15]=2)[C:8]([CH3:26])=[CH:7][N:6]=1)(=[O:3])[CH3:2].C[N:28](C(ON1N=NC2C=CC=CC1=2)=[N+](C)C)C.[B-](F)(F)(F)F.N. (2) Given the product [C:15]([NH:14][C:12]1[S:13][C:9]([S:8][CH2:7][C:6]([OH:18])=[O:5])=[CH:10][N:11]=1)(=[O:17])[CH3:16], predict the reactants needed to synthesize it. The reactants are: CC([O:5][C:6](=[O:18])[CH2:7][S:8][C:9]1[S:13][C:12]([NH:14][C:15](=[O:17])[CH3:16])=[N:11][CH:10]=1)(C)C. (3) Given the product [O:17]=[C:9]1[NH:8][C:1]2[C:2](=[CH:3][CH:4]=[CH:5][CH:6]=2)[NH:7][CH:10]1[CH2:11][C:12]([O:14][CH3:15])=[O:13], predict the reactants needed to synthesize it. The reactants are: [C:1]1([NH2:8])[CH:6]=[CH:5][CH:4]=[CH:3][C:2]=1[NH2:7].[C:9](OCC)(=[O:17])/[CH:10]=[CH:11]\[C:12]([O:14][CH2:15]C)=[O:13]. (4) Given the product [F:23][C:2]([F:1])([F:24])[C:3]1[CH:8]=[CH:7][CH:6]=[CH:5][C:4]=1[CH2:9][NH:10][C@H:11]1[CH2:15][CH2:14][N:13]([C:16]([O:18][C:19]([CH3:20])([CH3:22])[CH3:21])=[O:17])[CH2:12]1, predict the reactants needed to synthesize it. The reactants are: [F:1][C:2]([F:24])([F:23])[C:3]1[CH:8]=[CH:7][CH:6]=[CH:5][C:4]=1/[CH:9]=[N:10]/[C@H:11]1[CH2:15][CH2:14][N:13]([C:16]([O:18][C:19]([CH3:22])([CH3:21])[CH3:20])=[O:17])[CH2:12]1.